Dataset: Full USPTO retrosynthesis dataset with 1.9M reactions from patents (1976-2016). Task: Predict the reactants needed to synthesize the given product. (1) Given the product [Cl:34][C:29]1[CH:30]=[CH:31][CH:32]=[CH:33][C:28]=1[CH2:27][CH2:26][N:6]1[C:7]2[CH:8]=[CH:9][C:10]([CH3:16])=[CH:11][C:12]=2[C:13]2[CH2:14][CH2:15][N:2]([CH3:1])[CH2:3][CH2:4][C:5]1=2, predict the reactants needed to synthesize it. The reactants are: [CH3:1][N:2]1[CH2:15][CH2:14][C:13]2[C:12]3[CH:11]=[C:10]([CH3:16])[CH:9]=[CH:8][C:7]=3[NH:6][C:5]=2[CH2:4][CH2:3]1.[O-]P([O-])([O-])=O.[K+].[K+].[K+].Br[CH2:26][CH2:27][C:28]1[CH:33]=[CH:32][CH:31]=[CH:30][C:29]=1[Cl:34].CN(C=O)C. (2) Given the product [Cl:14][C:5]1[N:6]=[C:7]([N:8]2[CH2:9][CH2:10][O:11][CH2:12][CH2:13]2)[C:2]2[N:1]=[N:22][N:15]([CH2:16][CH2:17][NH:18][C:19](=[O:21])[CH3:20])[C:3]=2[N:4]=1, predict the reactants needed to synthesize it. The reactants are: [NH2:1][C:2]1[C:3]([NH:15][CH2:16][CH2:17][NH:18][C:19](=[O:21])[CH3:20])=[N:4][C:5]([Cl:14])=[N:6][C:7]=1[N:8]1[CH2:13][CH2:12][O:11][CH2:10][CH2:9]1.[N:22]([O-])=O.[Na+]. (3) Given the product [F:1][C:2]1[CH:3]=[C:4]([CH:5]=[CH:6][CH:7]=1)[CH2:8][CH:9]1[CH2:14][CH2:13][CH2:12][N:11]([C:15](=[O:17])[CH3:16])[CH2:10]1, predict the reactants needed to synthesize it. The reactants are: [F:1][C:2]1[CH:3]=[C:4]([CH:8]=[C:9]2[CH2:14][CH2:13][CH2:12][N:11]([C:15](=[O:17])[CH3:16])[CH2:10]2)[CH:5]=[CH:6][CH:7]=1. (4) Given the product [ClH:34].[F:1][C:2]1[CH:3]=[C:4]([S:8]([C:11]2[CH:12]=[C:13]3[C:17](=[CH:18][CH:19]=2)[N:16]([CH3:20])[C:15]2[CH2:21][CH:22]4[NH:26][CH:25]([C:14]3=2)[CH2:24][CH2:23]4)(=[O:9])=[O:10])[CH:5]=[CH:6][CH:7]=1, predict the reactants needed to synthesize it. The reactants are: [F:1][C:2]1[CH:3]=[C:4]([S:8]([C:11]2[CH:19]=[CH:18][C:17]3[N:16]([CH3:20])[C:15]4[CH2:21][CH:22]5[NH:26][CH:25]([C:14]=4[C:13]=3[C:12]=2C(OC(C)(C)C)=O)[CH2:24][CH2:23]5)(=[O:10])=[O:9])[CH:5]=[CH:6][CH:7]=1.[ClH:34]. (5) Given the product [CH3:6][C:2]([O:1][C:15](=[O:17])[CH3:16])([CH3:7])[C:3](=[O:5])[CH3:4], predict the reactants needed to synthesize it. The reactants are: [OH:1][C:2]([CH3:7])([CH3:6])[C:3](=[O:5])[CH3:4].C(N(CC)CC)C.[C:15](OC(=O)C)(=[O:17])[CH3:16].CO. (6) Given the product [O:32]=[C:15]1[C:16]2[C:21](=[CH:20][N:19]=[C:18]([C:24]#[C:25][CH2:26][N:27]3[CH:31]=[CH:30][N:29]=[N:28]3)[CH:17]=2)[CH:22]=[CH:23][N:14]1[CH2:13][C:10]1[CH:9]=[CH:8][C:7]([C:6]([OH:33])=[O:5])=[CH:12][CH:11]=1, predict the reactants needed to synthesize it. The reactants are: C([O:5][C:6](=[O:33])[C:7]1[CH:12]=[CH:11][C:10]([CH2:13][N:14]2[CH:23]=[CH:22][C:21]3[C:16](=[CH:17][C:18]([C:24]#[C:25][CH2:26][N:27]4[CH:31]=[CH:30][N:29]=[N:28]4)=[N:19][CH:20]=3)[C:15]2=[O:32])=[CH:9][CH:8]=1)(C)(C)C. (7) Given the product [CH3:9][N:8]([CH3:10])[C:6]1[C:5]([CH3:11])=[CH:4][N:3]=[C:2]([NH:19][C@@H:20]2[CH2:21][CH2:22][C@H:23]([CH2:26][NH:27][C:28](=[O:43])[C:29]3[CH:34]=[C:33]([C:35]([F:37])([F:38])[F:36])[CH:32]=[C:31]([C:39]([F:40])([F:41])[F:42])[CH:30]=3)[CH2:24][CH2:25]2)[N:7]=1, predict the reactants needed to synthesize it. The reactants are: Cl[C:2]1[N:7]=[C:6]([N:8]([CH3:10])[CH3:9])[C:5]([CH3:11])=[CH:4][N:3]=1.FC(F)(F)C(O)=O.[NH2:19][C@@H:20]1[CH2:25][CH2:24][C@H:23]([CH2:26][NH:27][C:28](=[O:43])[C:29]2[CH:34]=[C:33]([C:35]([F:38])([F:37])[F:36])[CH:32]=[C:31]([C:39]([F:42])([F:41])[F:40])[CH:30]=2)[CH2:22][CH2:21]1.CCN(C(C)C)C(C)C.C(O)(C)(C)C. (8) The reactants are: [Br:1][C:2]1[CH:3]=[CH:4][C:5]([OH:11])=[C:6]([CH:10]=1)[C:7]([NH2:9])=O.[BH4-].[Na+].II. Given the product [NH2:9][CH2:7][C:6]1[CH:10]=[C:2]([Br:1])[CH:3]=[CH:4][C:5]=1[OH:11], predict the reactants needed to synthesize it. (9) Given the product [CH3:12][C:9]1[CH:8]=[CH:7][C:6]2[C:11](=[C:2]([NH:23][C:24]3[S:25][CH:26]=[C:27]([C:29]([F:32])([F:31])[F:30])[N:28]=3)[N:3]=[CH:4][C:5]=2[C:18]2[CH:19]=[N:14][CH:15]=[N:16][CH:17]=2)[N:10]=1, predict the reactants needed to synthesize it. The reactants are: Cl[C:2]1[N:3]=[CH:4][C:5](I)=[C:6]2[C:11]=1[N:10]=[C:9]([CH3:12])[CH:8]=[CH:7]2.[N:14]1[CH:19]=[C:18](B(O)O)[CH:17]=[N:16][CH:15]=1.[NH2:23][C:24]1[S:25][CH:26]=[C:27]([C:29]([F:32])([F:31])[F:30])[N:28]=1. (10) The reactants are: Cl[C:2]1[CH:7]=[C:6]([NH:8][C@H:9]2[CH2:14][CH2:13][C@H:12]([C:15]([NH2:17])=[O:16])[CH2:11][CH2:10]2)[C:5]([N+:18]([O-:20])=[O:19])=[CH:4][N:3]=1.[N:21]1([CH2:27][CH2:28][OH:29])[CH2:26][CH2:25][CH2:24][CH2:23][CH2:22]1.C1OCCOCCOCCOCCOCCOC1.C(=O)([O-])[O-].[Cs+].[Cs+]. Given the product [N+:18]([C:5]1[C:6]([NH:8][C@H:9]2[CH2:14][CH2:13][C@H:12]([C:15]([NH2:17])=[O:16])[CH2:11][CH2:10]2)=[CH:7][C:2]([O:29][CH2:28][CH2:27][N:21]2[CH2:26][CH2:25][CH2:24][CH2:23][CH2:22]2)=[N:3][CH:4]=1)([O-:20])=[O:19], predict the reactants needed to synthesize it.